This data is from Retrosynthesis with 50K atom-mapped reactions and 10 reaction types from USPTO. The task is: Predict the reactants needed to synthesize the given product. (1) The reactants are: CS(=O)(=O)Cl.Cc1c(Nc2c(C#N)cnc3sc(C4=CCNCC4)cc23)ccc2[nH]ccc12. Given the product Cc1c(Nc2c(C#N)cnc3sc(C4=CCN(S(C)(=O)=O)CC4)cc23)ccc2[nH]ccc12, predict the reactants needed to synthesize it. (2) Given the product C/C(=N\N1CCNC1=O)c1cnc2nnn(Cc3ccc4ncccc4c3)c2n1, predict the reactants needed to synthesize it. The reactants are: CC(=O)c1cnc2nnn(Cc3ccc4ncccc4c3)c2n1.NN1CCNC1=O. (3) Given the product COC(=O)CC1CN(S(=O)(=O)c2ccc3cc(Cl)ccc3c2)CC(=O)N1N, predict the reactants needed to synthesize it. The reactants are: COC(=O)CC1CN(S(=O)(=O)c2ccc3cc(Cl)ccc3c2)CC(=O)N1NC(=O)OC(C)(C)C. (4) Given the product CCC(=O)N(n1c(=O)[nH]c2cc(C(F)F)c(-c3ccnn3C(C)C)cc2c1=O)S(C)(=O)=O, predict the reactants needed to synthesize it. The reactants are: CC(C)n1nccc1-c1cc2c(=O)n(NS(C)(=O)=O)c(=O)[nH]c2cc1C(F)F.CCC(=O)Cl. (5) Given the product CN(CC(=O)O)C(=O)c1cccc2c(Br)cccc12, predict the reactants needed to synthesize it. The reactants are: COC(=O)CN(C)C(=O)c1cccc2c(Br)cccc12. (6) Given the product O=C(O)CONC(=O)NCc1cccc2ccccc12, predict the reactants needed to synthesize it. The reactants are: CC(C)(C)OC(=O)CONC(=O)NCc1cccc2ccccc12. (7) Given the product CSc1nc(-c2ccc(F)cc2)c(-c2ccnc(NCC(C)O)c2)n1C, predict the reactants needed to synthesize it. The reactants are: CC(O)CN.CSc1nc(-c2ccc(F)cc2)c(-c2ccnc(F)c2)n1C.